Dataset: Peptide-MHC class I binding affinity with 185,985 pairs from IEDB/IMGT. Task: Regression. Given a peptide amino acid sequence and an MHC pseudo amino acid sequence, predict their binding affinity value. This is MHC class I binding data. (1) The peptide sequence is KTVLPVTIM. The MHC is Mamu-A01 with pseudo-sequence Mamu-A01. The binding affinity (normalized) is 0.541. (2) The MHC is HLA-B83:01 with pseudo-sequence HLA-B83:01. The peptide sequence is TTYVYTLPV. The binding affinity (normalized) is 0.213.